Dataset: Forward reaction prediction with 1.9M reactions from USPTO patents (1976-2016). Task: Predict the product of the given reaction. (1) Given the reactants [CH:1]([N:4]1[CH:12]=[N:11][C:10]2[C:5]1=[N:6][C:7]([O:20][C:21]1[CH:26]=[CH:25][CH:24]=[C:23]([N+:27]([O-])=O)[CH:22]=1)=[N:8][C:9]=2[NH:13][C:14]1[CH:15]=[N:16][N:17]([CH3:19])[CH:18]=1)([CH3:3])[CH3:2].[NH4+].[Cl-], predict the reaction product. The product is: [NH2:27][C:23]1[CH:22]=[C:21]([CH:26]=[CH:25][CH:24]=1)[O:20][C:7]1[N:6]=[C:5]2[C:10]([N:11]=[CH:12][N:4]2[CH:1]([CH3:3])[CH3:2])=[C:9]([NH:13][C:14]2[CH:15]=[N:16][N:17]([CH3:19])[CH:18]=2)[N:8]=1. (2) Given the reactants C1(P(C2CCCCC2)C2C=CC=CC=2C2C(C(C)C)=CC(C(C)C)=CC=2C(C)C)CCCCC1.C([Sn]([C:48]#[N:49])(CCCC)CCCC)CCC.Cl[C:51]1[CH:52]=[CH:53][CH:54]=[C:55]2[C:60]=1[N:59]=[C:58]([C:61]1[CH:66]=[C:65]([CH3:67])[CH:64]=[CH:63][N:62]=1)[C:57]([CH3:68])=[C:56]2[NH:69][C:70]1[CH:71]=[N:72][CH:73]=[C:74]([N:76]2[CH2:81][CH2:80][O:79][CH2:78][CH2:77]2)[CH:75]=1.CC(C)([O-])C.[Na+], predict the reaction product. The product is: [CH3:68][C:57]1[C:58]([C:61]2[CH:66]=[C:65]([CH3:67])[CH:64]=[CH:63][N:62]=2)=[N:59][C:60]2[C:55]([C:56]=1[NH:69][C:70]1[CH:71]=[N:72][CH:73]=[C:74]([N:76]3[CH2:81][CH2:80][O:79][CH2:78][CH2:77]3)[CH:75]=1)=[CH:54][CH:53]=[CH:52][C:51]=2[C:48]#[N:49]. (3) Given the reactants [CH2:1]([N:8]1[CH2:13][CH2:12][O:11][C:10]([CH2:15][CH2:16][OH:17])([CH3:14])[C:9]1=O)[C:2]1[CH:7]=[CH:6][CH:5]=[CH:4][CH:3]=1.C(O)C, predict the reaction product. The product is: [CH2:1]([N:8]1[CH2:13][CH2:12][O:11][C:10]([CH2:15][CH2:16][OH:17])([CH3:14])[CH2:9]1)[C:2]1[CH:3]=[CH:4][CH:5]=[CH:6][CH:7]=1. (4) Given the reactants [OH:1][C:2]1[CH:3]=[C:4]([CH:9]=[CH:10][C:11]=1[OH:12])[CH:5]=[CH:6][CH:7]=O.[C:13]([CH2:15][C:16]([N-:18][CH2:19][C:20]1[CH:25]=[CH:24][CH:23]=[CH:22][CH:21]=1)=[O:17])#[N:14].N1CCCCC1.Cl, predict the reaction product. The product is: [CH2:19]([NH:18][C:16](/[C:15](=[CH:7]/[CH:6]=[CH:5]/[C:4]1[CH:9]=[CH:10][C:11]([OH:12])=[C:2]([OH:1])[CH:3]=1)/[C:13]#[N:14])=[O:17])[C:20]1[CH:25]=[CH:24][CH:23]=[CH:22][CH:21]=1. (5) Given the reactants Br[C:2]1[CH:7]=[CH:6][C:5]([CH:8]2[CH2:13][CH2:12][O:11][CH2:10][CH2:9]2)=[CH:4][CH:3]=1.CC([O-])=O.[K+].[CH3:19][C:20]1([CH3:36])[C:24]([CH3:26])([CH3:25])[O:23][B:22]([B:22]2[O:23][C:24]([CH3:26])([CH3:25])[C:20]([CH3:36])([CH3:19])[O:21]2)[O:21]1, predict the reaction product. The product is: [CH3:19][C:20]1([CH3:36])[C:24]([CH3:26])([CH3:25])[O:23][B:22]([C:2]2[CH:7]=[CH:6][C:5]([CH:8]3[CH2:13][CH2:12][O:11][CH2:10][CH2:9]3)=[CH:4][CH:3]=2)[O:21]1. (6) Given the reactants [Cl:1][C:2]1[C:7]([OH:8])=[CH:6][CH:5]=[CH:4][N:3]=1.C([O-])([O-])=O.[K+].[K+].Br[CH2:16][C:17]1[CH:22]=[CH:21][CH:20]=[CH:19][CH:18]=1, predict the reaction product. The product is: [CH2:16]([O:8][C:7]1[C:2]([Cl:1])=[N:3][CH:4]=[CH:5][CH:6]=1)[C:17]1[CH:22]=[CH:21][CH:20]=[CH:19][CH:18]=1. (7) Given the reactants CC(C)(C)C(Cl)=O.C(N(CC)CC)C.[F:15][C:16]1[CH:21]=[CH:20][C:19]([CH2:22][C:23]2[C:32]3[C:27](=[CH:28][CH:29]=[CH:30][CH:31]=3)[C:26](=[O:33])[NH:25][N:24]=2)=[CH:18][C:17]=1[NH:34][C:35](=[O:42])[NH:36][CH:37]([CH3:41])[C:38](O)=[O:39], predict the reaction product. The product is: [F:15][C:16]1[CH:21]=[CH:20][C:19]([CH2:22][C:23]2[C:32]3[C:27](=[CH:28][CH:29]=[CH:30][CH:31]=3)[C:26](=[O:33])[NH:25][N:24]=2)=[CH:18][C:17]=1[N:34]1[C:38](=[O:39])[CH:37]([CH3:41])[NH:36][C:35]1=[O:42]. (8) Given the reactants [F:1][C:2]([F:16])([CH2:12][CH2:13][CH2:14][CH3:15])[C:3](=[O:11])[CH2:4]P(=O)(OC)OC.O.[OH-].[Li+].O.[O:21]=[C:22]1[O:26][C@H:25]2[CH2:27][C@@H:28]([O:32][C:33]([C:35]3[CH:40]=[CH:39][CH:38]=[CH:37][CH:36]=3)=[O:34])[C@H:29]([CH:30]=O)[C@H:24]2[CH2:23]1, predict the reaction product. The product is: [F:16][C:2]([F:1])([CH2:12][CH2:13][CH2:14][CH3:15])[C:3](=[O:11])/[CH:4]=[CH:30]/[C@@H:29]1[C@@H:24]2[C@@H:25]([O:26][C:22](=[O:21])[CH2:23]2)[CH2:27][C@H:28]1[O:32][C:33]([C:35]1[CH:40]=[CH:39][CH:38]=[CH:37][CH:36]=1)=[O:34]. (9) Given the reactants C([N:20]1[CH:24]=[C:23]([C:25]2[CH:42]=[CH:41][CH:40]=[CH:39][C:26]=2[O:27][CH2:28][CH:29]=[C:30]2[CH2:35][CH2:34][CH:33]([C:36]([NH2:38])=[O:37])[CH2:32][CH2:31]2)[N:22]=[CH:21]1)(C1C=CC=CC=1)(C1C=CC=CC=1)C1C=CC=CC=1.[H-].[Na+].[Cl:45][C:46]1[CH:47]=[C:48]([CH:51]=[CH:52][CH:53]=1)[CH2:49]Br, predict the reaction product. The product is: [NH:20]1[CH:24]=[C:23]([C:25]2[CH:42]=[CH:41][CH:40]=[CH:39][C:26]=2[O:27][CH2:28][CH:29]=[C:30]2[CH2:35][CH2:34][CH:33]([C:36]([NH:38][CH2:49][C:48]3[CH:51]=[CH:52][CH:53]=[C:46]([Cl:45])[CH:47]=3)=[O:37])[CH2:32][CH2:31]2)[N:22]=[CH:21]1. (10) Given the reactants [Br:1][C:2]1[S:22][C:5]2[C:6]([CH3:21])([CH3:20])[N:7]([CH2:10][CH2:11][O:12][Si](C(C)(C)C)(C)C)[C:8](=[O:9])[C:4]=2[CH:3]=1.C(O)(=O)C.O, predict the reaction product. The product is: [Br:1][C:2]1[S:22][C:5]2[C:6]([CH3:20])([CH3:21])[N:7]([CH2:10][CH2:11][OH:12])[C:8](=[O:9])[C:4]=2[CH:3]=1.